Task: Binary Classification. Given a T-cell receptor sequence (or CDR3 region) and an epitope sequence, predict whether binding occurs between them.. Dataset: TCR-epitope binding with 47,182 pairs between 192 epitopes and 23,139 TCRs (1) The epitope is EILDITPCSF. The TCR CDR3 sequence is CASSKGERESELGQETQYF. Result: 0 (the TCR does not bind to the epitope). (2) The epitope is RLRAEAQVK. The TCR CDR3 sequence is CASSLPTDTQYF. Result: 1 (the TCR binds to the epitope).